This data is from Forward reaction prediction with 1.9M reactions from USPTO patents (1976-2016). The task is: Predict the product of the given reaction. (1) Given the reactants [F:1][C:2]([F:24])([F:23])[O:3][C:4]1[CH:5]=[C:6]([N:10]2[CH2:15][CH2:14][N:13]([C:16]3[CH:20]=[C:19]([C:21]#[N:22])[O:18][N:17]=3)[CH2:12][CH2:11]2)[CH:7]=[CH:8][CH:9]=1.[N-:25]=[N+:26]=[N-:27].[Na+].[NH4+].[Cl-].Cl, predict the reaction product. The product is: [N:22]1[NH:25][N:26]=[N:27][C:21]=1[C:19]1[O:18][N:17]=[C:16]([N:13]2[CH2:12][CH2:11][N:10]([C:6]3[CH:7]=[CH:8][CH:9]=[C:4]([O:3][C:2]([F:23])([F:1])[F:24])[CH:5]=3)[CH2:15][CH2:14]2)[CH:20]=1. (2) Given the reactants [NH:1]1[C:9]2[C:4](=[CH:5][CH:6]=[CH:7][CH:8]=2)[CH:3]=[CH:2]1.[H-].[Na+].Br[CH2:13][C:14]1[CH:23]=[CH:22][C:17]([C:18]([O:20][CH3:21])=[O:19])=[CH:16][CH:15]=1, predict the reaction product. The product is: [N:1]1([CH2:13][C:14]2[CH:23]=[CH:22][C:17]([C:18]([O:20][CH3:21])=[O:19])=[CH:16][CH:15]=2)[C:9]2[C:4](=[CH:5][CH:6]=[CH:7][CH:8]=2)[CH:3]=[CH:2]1. (3) Given the reactants [CH3:1][C:2]1[N:6]([CH:7]2[CH2:12][CH2:11][O:10][CH2:9][CH2:8]2)[C:5]2[CH:13]=[CH:14][C:15]([C:17]([OH:19])=O)=[CH:16][C:4]=2[N:3]=1.[NH2:20][C:21]1[CH:26]=[CH:25][C:24]([CH3:27])=[CH:23][C:22]=1O.CCN=C=NCCCN(C)C.O.C1(C)C=CC(S(O)(=O)=O)=CC=1, predict the reaction product. The product is: [CH3:27][C:24]1[CH:25]=[CH:26][C:21]2[N:20]=[C:17]([C:15]3[CH:14]=[CH:13][C:5]4[N:6]([CH:7]5[CH2:8][CH2:9][O:10][CH2:11][CH2:12]5)[C:2]([CH3:1])=[N:3][C:4]=4[CH:16]=3)[O:19][C:22]=2[CH:23]=1. (4) Given the reactants [CH:1]1[C:6](=[O:7])[C:5]([OH:8])=[CH:4][O:3][C:2]=1[CH2:9][OH:10].[Cl:11][C:12]1[CH:19]=[CH:18][C:15]([CH2:16]Br)=[CH:14][CH:13]=1.[OH-].[Na+], predict the reaction product. The product is: [Cl:11][C:12]1[CH:19]=[CH:18][C:15]([CH2:16][O:8][C:5]2[C:6](=[O:7])[CH:1]=[C:2]([CH2:9][OH:10])[O:3][CH:4]=2)=[CH:14][CH:13]=1. (5) Given the reactants [CH3:1]N(C)CCN(C)C1C2N=C(CN(C)C3C4N=CC=CC=4CCC3)NC=2C=CC=1.[CH3:30][C:31]([NH:49][CH:50]1[C:59]2[N:58]=[CH:57][CH:56]=[CH:55][C:54]=2[CH2:53][CH2:52][CH2:51]1)([C:33]1[NH:37][C:36]2[CH:38]=[CH:39][CH:40]=[C:41]([N:42]3[CH2:47][CH2:46][N:45]([CH3:48])[CH2:44][CH2:43]3)[C:35]=2[N:34]=1)[CH3:32].C=O, predict the reaction product. The product is: [CH3:1][N:49]([C:31]([CH3:30])([C:33]1[NH:37][C:36]2[CH:38]=[CH:39][CH:40]=[C:41]([N:42]3[CH2:47][CH2:46][N:45]([CH3:48])[CH2:44][CH2:43]3)[C:35]=2[N:34]=1)[CH3:32])[CH:50]1[C:59]2[N:58]=[CH:57][CH:56]=[CH:55][C:54]=2[CH2:53][CH2:52][CH2:51]1. (6) Given the reactants [CH3:1][O:2][C:3]1[C:8]([C:9]([OH:11])=O)=[CH:7][C:6]([C:12]([NH2:14])=[O:13])=[CH:5][CH:4]=1.[Br:15][C:16]1[CH:22]=[CH:21][C:19]([NH2:20])=[C:18]([Cl:23])[CH:17]=1, predict the reaction product. The product is: [Br:15][C:16]1[CH:22]=[CH:21][C:19]([NH:20][C:9](=[O:11])[C:8]2[CH:7]=[C:6]([CH:5]=[CH:4][C:3]=2[O:2][CH3:1])[C:12]([NH2:14])=[O:13])=[C:18]([Cl:23])[CH:17]=1. (7) Given the reactants [CH:1]1[CH:6]=[CH:5][C:4]([C:7]([C:12]2[CH:17]=[CH:16][CH:15]=[CH:14][CH:13]=2)=[N:8][CH2:9][C:10]#[N:11])=[CH:3][CH:2]=1.CN(C)P(N(C)C)(N(C)C)=O.C([N-]C(C)C)(C)C.[Li+].Cl[CH:38]([C:40]1[CH:49]=[CH:48][CH:47]=[C:46]2[C:41]=1[CH:42]=[CH:43][CH:44]=[N:45]2)[CH3:39], predict the reaction product. The product is: [C:7](=[N:8][CH:9]([CH:38]([C:40]1[CH:49]=[CH:48][CH:47]=[C:46]2[C:41]=1[CH:42]=[CH:43][CH:44]=[N:45]2)[CH3:39])[C:10]#[N:11])([C:4]1[CH:3]=[CH:2][CH:1]=[CH:6][CH:5]=1)[C:12]1[CH:17]=[CH:16][CH:15]=[CH:14][CH:13]=1. (8) Given the reactants C([O:3][C:4]([C:6]12[CH2:23][CH:22]1[CH:21]=[CH:20][CH2:19][CH2:18][CH2:17][CH2:16][N:15]([CH3:24])[C:14](=[O:25])[CH:13]1[CH:9]([CH2:10][CH:11]([O:26][C:27]3[CH:32]=[C:31]([C:33]4[CH:38]=[CH:37][CH:36]=[CH:35][CH:34]=4)[N:30]=[C:29]([C:39]4[CH:44]=[CH:43][CH:42]=[CH:41][CH:40]=4)[N:28]=3)[CH2:12]1)[C:8](=[O:45])[NH:7]2)=[O:5])C.[Li+].[OH-], predict the reaction product. The product is: [C:39]1([C:29]2[N:28]=[C:27]([O:26][CH:11]3[CH2:10][CH:9]4[CH:13]([C:14](=[O:25])[N:15]([CH3:24])[CH2:16][CH2:17][CH2:18][CH2:19][CH:20]=[CH:21][CH:22]5[C:6]([C:4]([OH:5])=[O:3])([NH:7][C:8]4=[O:45])[CH2:23]5)[CH2:12]3)[CH:32]=[C:31]([C:33]3[CH:38]=[CH:37][CH:36]=[CH:35][CH:34]=3)[N:30]=2)[CH:40]=[CH:41][CH:42]=[CH:43][CH:44]=1. (9) Given the reactants [Cl:1][C:2]1[C:9]([O:10][C:11]2[C:16]([Cl:17])=[CH:15][CH:14]=[C:13]([CH3:18])[C:12]=2[F:19])=[CH:8][C:7]([Cl:20])=[CH:6][C:3]=1[C:4]#[N:5].C1C(=O)N([Br:28])C(=O)C1, predict the reaction product. The product is: [Br:28][CH2:18][C:13]1[C:12]([F:19])=[C:11]([O:10][C:9]2[C:2]([Cl:1])=[C:3]([CH:6]=[C:7]([Cl:20])[CH:8]=2)[C:4]#[N:5])[C:16]([Cl:17])=[CH:15][CH:14]=1.